From a dataset of Forward reaction prediction with 1.9M reactions from USPTO patents (1976-2016). Predict the product of the given reaction. (1) The product is: [NH2:38][C:37]1[S:39]/[C:33](=[CH:14]\[C:11]2[CH:12]=[C:13]3[C:8](=[CH:9][CH:10]=2)[N:7]=[CH:6][C:5]([C:16]#[N:17])=[C:4]3[CH:1]2[CH2:3][CH2:2]2)/[C:34](=[O:35])[N:36]=1. Given the reactants [CH:1]1([C:4]2[C:13]3[C:8](=[CH:9][CH:10]=[C:11]([CH:14]=O)[CH:12]=3)[N:7]=[CH:6][C:5]=2[C:16]#[N:17])[CH2:3][CH2:2]1.COC1C=CC(/C=[C:33]2/[C:34]([NH:36][C:37]([S:39]/2)=[NH:38])=[O:35])=CC=1OC1CCCC1.C([O-])(=O)C.[Na+], predict the reaction product. (2) Given the reactants [NH2:1][C:2]1[N:7]=[CH:6][C:5]([CH:8]2[CH2:12][CH2:11][N:10]([C:13]([O:15][C:16]([CH3:19])([CH3:18])[CH3:17])=[O:14])[CH2:9]2)=[CH:4][CH:3]=1.C1C(=O)N([Br:27])C(=O)C1, predict the reaction product. The product is: [NH2:1][C:2]1[N:7]=[CH:6][C:5]([CH:8]2[CH2:12][CH2:11][N:10]([C:13]([O:15][C:16]([CH3:19])([CH3:18])[CH3:17])=[O:14])[CH2:9]2)=[CH:4][C:3]=1[Br:27]. (3) Given the reactants [F:1][C:2]1[CH:3]=[C:4]([CH2:13][C:14]([OH:16])=O)[CH:5]=[CH:6][C:7]=1[N:8]1[CH:12]=[N:11][N:10]=[N:9]1.[N:17]1([CH2:23][CH2:24][C:25]2[CH:34]=[CH:33][C:28]3[C:29](=[O:32])[O:30][CH2:31][C:27]=3[CH:26]=2)[CH2:22][CH2:21][NH:20][CH2:19][CH2:18]1.C(Cl)CCl.C1C=CC2N(O)N=NC=2C=1, predict the reaction product. The product is: [F:1][C:2]1[CH:3]=[C:4]([CH2:13][C:14]([N:20]2[CH2:21][CH2:22][N:17]([CH2:23][CH2:24][C:25]3[CH:34]=[CH:33][C:28]4[C:29](=[O:32])[O:30][CH2:31][C:27]=4[CH:26]=3)[CH2:18][CH2:19]2)=[O:16])[CH:5]=[CH:6][C:7]=1[N:8]1[CH:12]=[N:11][N:10]=[N:9]1. (4) Given the reactants [OH:1][C:2]1[CH:3]=[C:4]([C:8]([CH3:12])([CH3:11])[C:9]#[N:10])[CH:5]=[CH:6][CH:7]=1.[H][H], predict the reaction product. The product is: [NH2:10][CH2:9][C:8]([C:4]1[CH:3]=[C:2]([OH:1])[CH:7]=[CH:6][CH:5]=1)([CH3:12])[CH3:11]. (5) Given the reactants [NH2:1][CH2:2][CH2:3][NH:4][C:5]1[N:14]=[C:13]([N:15]([C:17]2[CH:22]=[CH:21][C:20]([O:23][CH3:24])=[CH:19][CH:18]=2)[CH3:16])[C:12]2[C:7](=[CH:8][CH:9]=[CH:10][CH:11]=2)[N:6]=1.CO.Cl.[O-:28][C:29]#[N:30].[K+], predict the reaction product. The product is: [CH3:24][O:23][C:20]1[CH:19]=[CH:18][C:17]([N:15]([CH3:16])[C:13]2[C:12]3[C:7](=[CH:8][CH:9]=[CH:10][CH:11]=3)[N:6]=[C:5]([NH:4][CH2:3][CH2:2][NH:1][C:29]([NH2:30])=[O:28])[N:14]=2)=[CH:22][CH:21]=1. (6) Given the reactants [NH2:1][C:2]1[S:3][C:4]([CH2:9][C:10]2[CH:15]=[CH:14][CH:13]=[CH:12][CH:11]=2)=[CH:5][C:6]=1[C:7]#[N:8].[C:16]([C:18]1[O:19][C:20]([C:23]#[N:24])=[CH:21][CH:22]=1)#[N:17].CC1OC(C#N)=CC=1, predict the reaction product. The product is: [NH2:8][C:7]1[C:6]2[CH:5]=[C:4]([CH2:9][C:10]3[CH:15]=[CH:14][CH:13]=[CH:12][CH:11]=3)[S:3][C:2]=2[N:1]=[C:16]([C:18]2[O:19][C:20]([C:23]#[N:24])=[CH:21][CH:22]=2)[N:17]=1. (7) Given the reactants [N+:1]([C:4]1[CH:9]=[CH:8][C:7]([CH:10]([CH2:16][CH2:17][CH3:18])[C:11]([O:13][CH2:14][CH3:15])=[O:12])=[CH:6][CH:5]=1)([O-])=O, predict the reaction product. The product is: [NH2:1][C:4]1[CH:5]=[CH:6][C:7]([CH:10]([CH2:16][CH2:17][CH3:18])[C:11]([O:13][CH2:14][CH3:15])=[O:12])=[CH:8][CH:9]=1.